From a dataset of Reaction yield outcomes from USPTO patents with 853,638 reactions. Predict the reaction yield, written as a fraction of the theoretical maximum amount of product (1.0 means a 100% yield; for example, 0.34 means a 34% yield). The reactants are [Cl:1][C:2]1[N:11]=[C:10](Cl)[C:9]2[C:4](=[C:5]([O:13][CH:14]3[CH2:19][CH2:18][O:17][CH2:16][CH2:15]3)[CH:6]=[CH:7][CH:8]=2)[N:3]=1.CCN(C(C)C)C(C)C. The catalyst is C(OCC)(=O)C.[Pd]. The product is [Cl:1][C:2]1[N:11]=[CH:10][C:9]2[C:4](=[C:5]([O:13][CH:14]3[CH2:19][CH2:18][O:17][CH2:16][CH2:15]3)[CH:6]=[CH:7][CH:8]=2)[N:3]=1. The yield is 0.570.